Dataset: Reaction yield outcomes from USPTO patents with 853,638 reactions. Task: Predict the reaction yield, written as a fraction of the theoretical maximum amount of product (1.0 means a 100% yield; for example, 0.34 means a 34% yield). (1) The reactants are [F:1][C:2]1[CH:7]=[CH:6][CH:5]=[CH:4][C:3]=1[N:8]1[C:12]([S:13]([C:16]2[CH:17]=[N:18][C:19]([O:22][CH3:23])=[CH:20][CH:21]=2)(=[O:15])=[O:14])=[CH:11][C:10]([CH2:24][N:25](C)[C:26](=O)OC(C)(C)C)=[N:9]1.C(OCC)(=O)C.[ClH:40]. The catalyst is C(OCC)(=O)C. The product is [ClH:40].[F:1][C:2]1[CH:7]=[CH:6][CH:5]=[CH:4][C:3]=1[N:8]1[C:12]([S:13]([C:16]2[CH:17]=[N:18][C:19]([O:22][CH3:23])=[CH:20][CH:21]=2)(=[O:15])=[O:14])=[CH:11][C:10]([CH2:24][NH:25][CH3:26])=[N:9]1. The yield is 0.780. (2) The reactants are [F:1][C:2]1[C:7]([C:8]2[NH:12][CH:11]=[C:10]([CH:13]=[O:14])[CH:9]=2)=[CH:6][CH:5]=[CH:4][N:3]=1.[H-].[Na+].C1OCCOCCOCCOCCOC1.[F:32][C:33]1[CH:38]=[CH:37][CH:36]=[CH:35][C:34]=1[S:39](Cl)(=[O:41])=[O:40]. The catalyst is O1CCCC1.[Cl-].[Na+].O. The product is [F:32][C:33]1[CH:38]=[CH:37][CH:36]=[CH:35][C:34]=1[S:39]([N:12]1[C:8]([C:7]2[C:2]([F:1])=[N:3][CH:4]=[CH:5][CH:6]=2)=[CH:9][C:10]([CH:13]=[O:14])=[CH:11]1)(=[O:41])=[O:40]. The yield is 0.820. (3) The reactants are [C:1]([C:3]1[CH:8]=[CH:7][C:6]([N:9]2[C:13]([C:14]3[CH:15]=[C:16]([C:32]([O:34]CC)=O)[C:17](=[O:31])[N:18]([C:21]4[CH:26]=[CH:25][CH:24]=[C:23]([C:27]([F:30])([F:29])[F:28])[CH:22]=4)[C:19]=3[CH3:20])=[CH:12][CH:11]=[N:10]2)=[CH:5][CH:4]=1)#[N:2].[N:37]1([CH2:42][CH2:43][NH2:44])[CH2:41][CH2:40][CH2:39][CH2:38]1. The catalyst is CO. The product is [C:1]([C:3]1[CH:4]=[CH:5][C:6]([N:9]2[C:13]([C:14]3[CH:15]=[C:16]([C:32]([NH:44][CH2:43][CH2:42][N:37]4[CH2:41][CH2:40][CH2:39][CH2:38]4)=[O:34])[C:17](=[O:31])[N:18]([C:21]4[CH:26]=[CH:25][CH:24]=[C:23]([C:27]([F:29])([F:30])[F:28])[CH:22]=4)[C:19]=3[CH3:20])=[CH:12][CH:11]=[N:10]2)=[CH:7][CH:8]=1)#[N:2]. The yield is 0.650. (4) The catalyst is O1CCCC1.ClCCCl. The reactants are [OH:1][C:2]1[CH:9]=[C:8]([OH:10])[CH:7]=[CH:6][C:3]=1[C:4]#[N:5].C([Mg]Cl)(C)C.[CH3:16][O:17][C:18]1[CH:35]=[CH:34][C:21]([CH2:22][N:23]2[C:31]3[C:26](=[CH:27][CH:28]=[CH:29][CH:30]=3)[C:25](=[O:32])[C:24]2=[O:33])=[CH:20][CH:19]=1.Cl. The product is [OH:1][C:2]1[CH:9]=[C:8]([OH:10])[C:7]([C:25]2([OH:32])[C:26]3[C:31](=[CH:30][CH:29]=[CH:28][CH:27]=3)[N:23]([CH2:22][C:21]3[CH:34]=[CH:35][C:18]([O:17][CH3:16])=[CH:19][CH:20]=3)[C:24]2=[O:33])=[CH:6][C:3]=1[C:4]#[N:5]. The yield is 0.790. (5) The reactants are [H-].[Na+].[NH:3]1[C:7]2[CH:8]=[CH:9][CH:10]=[CH:11][C:6]=2[N:5]=[C:4]1[C:12]1[S:13][CH:14]=C(C)N=1.Br[CH2:19][C:20]1[C:29]2[C:24](=[C:25]([F:30])[CH:26]=[CH:27][CH:28]=2)[NH:23][C:22](=[O:31])[CH:21]=1.CCO[C:35]([CH3:37])=O.[Cl-].[Na+].O.C[N:42](C=O)C. No catalyst specified. The product is [F:30][C:25]1[CH:26]=[CH:27][CH:28]=[C:29]2[C:24]=1[NH:23][C:22](=[O:31])[CH:21]=[C:20]2[CH2:19][N:5]1[C:6]2[CH:11]=[CH:10][CH:9]=[CH:8][C:7]=2[N:3]=[C:4]1[C:12]1[S:13][CH:14]=[N:42][C:35]=1[CH3:37]. The yield is 0.160. (6) The product is [C:21]([O:20][C:18](=[O:19])[N:5]([CH2:6][CH2:7][Cl:8])[CH2:4][CH2:3][Cl:2])([CH3:24])([CH3:23])[CH3:22]. The catalyst is ClCCl.CN(C)C1C=CN=CC=1. The reactants are Cl.[Cl:2][CH2:3][CH2:4][NH:5][CH2:6][CH2:7][Cl:8].C(N(CC)C(C)C)(C)C.[C:18](O[C:18]([O:20][C:21]([CH3:24])([CH3:23])[CH3:22])=[O:19])([O:20][C:21]([CH3:24])([CH3:23])[CH3:22])=[O:19]. The yield is 0.210. (7) The reactants are [NH:1]([C:18]([O:20][C:21]([CH3:24])([CH3:23])[CH3:22])=[O:19])[C@@H:2]([C:15](O)=[O:16])[CH2:3][CH2:4][C:5](=[O:14])[O:6][CH2:7][C:8]1[CH:13]=[CH:12][CH:11]=[CH:10][CH:9]=1.O[N:26]1C(=O)CCC1=O.C1CCC(N=C=NC2CCCCC2)CC1. The catalyst is O1CCCC1. The product is [NH:1]([C:18]([O:20][C:21]([CH3:24])([CH3:23])[CH3:22])=[O:19])[C@@H:2]([C:15]([NH2:26])=[O:16])[CH2:3][CH2:4][C:5](=[O:14])[O:6][CH2:7][C:8]1[CH:13]=[CH:12][CH:11]=[CH:10][CH:9]=1. The yield is 0.750. (8) The reactants are [C:1]1([CH:7]([NH:9][CH2:10][CH2:11][OH:12])[CH3:8])[CH:6]=[CH:5][CH:4]=[CH:3][CH:2]=1.C(N(C(C)C)CC)(C)C.[Si:22](Cl)([C:25]([CH3:28])([CH3:27])[CH3:26])([CH3:24])[CH3:23].O. The yield is 0.818. The product is [Si:22]([O:12][CH2:11][CH2:10][NH:9][CH:7]([C:1]1[CH:6]=[CH:5][CH:4]=[CH:3][CH:2]=1)[CH3:8])([C:25]([CH3:28])([CH3:27])[CH3:26])([CH3:24])[CH3:23]. The catalyst is ClCCl. (9) The reactants are [CH2:1]([C:5]1[N:6]=[C:7]([CH3:30])[N:8]([CH2:27][CH2:28][OH:29])[C:9](=[O:26])[C:10]=1[CH2:11][C:12]1[CH:17]=[CH:16][C:15]([C:18]2[C:19]([C:24]#[N:25])=[CH:20][CH:21]=[CH:22][CH:23]=2)=[CH:14][CH:13]=1)[CH2:2][CH2:3][CH3:4].FC(F)(F)S(O[Si](C(C)(C)C)(C)C)(=O)=O.[N:46]1C(C)=CC=CC=1C.[Cl-].O[NH3+].[C:57](=[O:60])([O-])[OH:58].[Na+]. The catalyst is C(OCC)(=O)C.CS(C)=O.O1CCCC1. The product is [CH2:1]([C:5]1[N:6]=[C:7]([CH3:30])[N:8]([CH2:27][CH2:28][OH:29])[C:9](=[O:26])[C:10]=1[CH2:11][C:12]1[CH:17]=[CH:16][C:15]([C:18]2[CH:23]=[CH:22][CH:21]=[CH:20][C:19]=2[C:24]2[NH:46][C:57](=[O:60])[O:58][N:25]=2)=[CH:14][CH:13]=1)[CH2:2][CH2:3][CH3:4]. The yield is 0.190.